This data is from Full USPTO retrosynthesis dataset with 1.9M reactions from patents (1976-2016). The task is: Predict the reactants needed to synthesize the given product. The reactants are: N#N.[CH3:3][C:4]1[O:5][C:6]([C:12]2[CH:13]=[C:14]([CH3:18])[CH:15]=[CH:16][CH:17]=2)=[C:7]([C:9]([OH:11])=O)[N:8]=1.C1C=CC2N(O)N=NC=2C=1.C(Cl)CCl.CCN(C(C)C)C(C)C.[CH3:42][O:43][CH2:44][C:45]1[S:46][C:47]([CH2:50][N:51]2[N:55]=[C:54]([NH2:56])[CH:53]=[N:52]2)=[CH:48][N:49]=1. Given the product [CH3:42][O:43][CH2:44][C:45]1[S:46][C:47]([CH2:50][N:51]2[N:55]=[C:54]([NH:56][C:9]([C:7]3[N:8]=[C:4]([CH3:3])[O:5][C:6]=3[C:12]3[CH:13]=[C:14]([CH3:18])[CH:15]=[CH:16][CH:17]=3)=[O:11])[CH:53]=[N:52]2)=[CH:48][N:49]=1, predict the reactants needed to synthesize it.